This data is from Full USPTO retrosynthesis dataset with 1.9M reactions from patents (1976-2016). The task is: Predict the reactants needed to synthesize the given product. (1) Given the product [F:16][C:15]1[CH:14]=[C:13]([C:17]([OH:20])([CH3:18])[CH3:19])[CH:12]=[C:11]([F:21])[C:10]=1[C:4]1[S:3][C:2]([NH:1][C:23]2[CH:24]=[CH:25][C:26]([C:30]3[O:31][C:32]([CH3:35])=[N:33][N:34]=3)=[C:27]([CH3:29])[N:28]=2)=[C:6]([C:7]([NH2:9])=[O:8])[CH:5]=1, predict the reactants needed to synthesize it. The reactants are: [NH2:1][C:2]1[S:3][C:4]([C:10]2[C:15]([F:16])=[CH:14][C:13]([C:17]([OH:20])([CH3:19])[CH3:18])=[CH:12][C:11]=2[F:21])=[CH:5][C:6]=1[C:7]([NH2:9])=[O:8].Cl[C:23]1[N:28]=[C:27]([CH3:29])[C:26]([C:30]2[O:31][C:32]([CH3:35])=[N:33][N:34]=2)=[CH:25][CH:24]=1. (2) Given the product [ClH:1].[N:14]1[CH:15]=[CH:16][CH:17]=[CH:18][C:13]=1[CH2:12][NH:11][C:2]1[CH:3]=[CH:4][C:5]2[N:6]([CH:8]=[CH:9][N:10]=2)[N:7]=1, predict the reactants needed to synthesize it. The reactants are: [Cl:1][C:2]1[CH:3]=[CH:4][C:5]2[N:6]([CH:8]=[CH:9][N:10]=2)[N:7]=1.[NH2:11][CH2:12][C:13]1[CH:18]=[CH:17][CH:16]=[CH:15][N:14]=1.Cl. (3) Given the product [Cl:11][CH2:12][C:13]1[C:18]([CH3:19])=[CH:17][C:16]([CH3:20])=[CH:15][N:14]=1, predict the reactants needed to synthesize it. The reactants are: S([Cl:11])(C1C=CC(C)=CC=1)(=O)=O.[CH3:12][C:13]1[C:18]([CH3:19])=[CH:17][C:16]([CH3:20])=[CH:15][N+:14]=1[O-].C(N(CC)CC)C.